Dataset: Catalyst prediction with 721,799 reactions and 888 catalyst types from USPTO. Task: Predict which catalyst facilitates the given reaction. (1) Reactant: [C:1]1([CH:11]=O)[C:10]2[C:5](=[CH:6][CH:7]=[CH:8][CH:9]=2)[CH:4]=[CH:3][CH:2]=1.CCCCCC.[C:19]([O:22][CH2:23][CH3:24])(=[O:21])[CH3:20]. Product: [CH2:23]([O:22][C:19](=[O:21])[CH:20]=[CH:11][C:1]1[C:10]2[C:5](=[CH:6][CH:7]=[CH:8][CH:9]=2)[CH:4]=[CH:3][CH:2]=1)[CH3:24]. The catalyst class is: 783. (2) Reactant: Cl.[NH2:2][C:3]1[CH:8]=[CH:7][CH:6]=[CH:5][CH:4]=1.[N:9]([O-])=O.[Na+].C([O-])(=O)C.[Na+].[CH2:18]([O:20][C:21](=[O:26])[CH2:22][C:23]([CH3:25])=[O:24])[CH3:19]. Product: [CH2:18]([O:20][C:21](=[O:26])[C:22](=[N:9][NH:2][C:3]1[CH:8]=[CH:7][CH:6]=[CH:5][CH:4]=1)[C:23](=[O:24])[CH3:25])[CH3:19]. The catalyst class is: 315. (3) Reactant: C(OC([N:8]1[CH2:13][CH2:12][CH:11]([NH:14][C:15]([C:17]2[C:21]3[N:22]=[CH:23][N:24]=[C:25]([C:26]4[C:34]5[O:33][CH2:32][O:31][C:30]=5[CH:29]=[CH:28][C:27]=4[O:35][CH2:36][CH:37]4[CH2:39][CH2:38]4)[C:20]=3[NH:19][CH:18]=2)=[O:16])[CH2:10][CH2:9]1)=O)(C)(C)C.CC(O)C.[ClH:44].C(OC)(C)(C)C. Product: [ClH:44].[NH:8]1[CH2:13][CH2:12][CH:11]([NH:14][C:15]([C:17]2[C:21]3[N:22]=[CH:23][N:24]=[C:25]([C:26]4[C:34]5[O:33][CH2:32][O:31][C:30]=5[CH:29]=[CH:28][C:27]=4[O:35][CH2:36][CH:37]4[CH2:38][CH2:39]4)[C:20]=3[NH:19][CH:18]=2)=[O:16])[CH2:10][CH2:9]1. The catalyst class is: 12. (4) Reactant: COC1C=CC(C[O:8][C:9]2[CH:14]=[CH:13][C:12]([N:15]([CH3:26])[C:16]3[N:21]=[CH:20][C:19]4[N:22]=[CH:23][N:24]([CH3:25])[C:18]=4[CH:17]=3)=[C:11]([CH3:27])[CH:10]=2)=CC=1.FC(F)(F)C(O)=O. Product: [CH3:27][C:11]1[CH:10]=[C:9]([OH:8])[CH:14]=[CH:13][C:12]=1[N:15]([CH3:26])[C:16]1[N:21]=[CH:20][C:19]2[N:22]=[CH:23][N:24]([CH3:25])[C:18]=2[CH:17]=1. The catalyst class is: 2. (5) Reactant: N1[N:5]2[C:6](=[O:14])[C:7]3[N:8]([N:11]=[CH:12][CH:13]=3)[C:9](=O)[C:4]2=[CH:3][CH:2]=1.Cl.Cl.CN(NC1C=CC=CC=1)C.[CH3:27][CH2:28][N:29]([CH2:32]C)[CH2:30]C. Product: [CH3:30][N:29]([CH3:32])[C:28]1[CH:27]=[CH:9][C:4]([NH:5][C:6]([C:7]2[CH:13]=[CH:12][NH:11][N:8]=2)=[O:14])=[CH:3][CH:2]=1. The catalyst class is: 3. (6) Reactant: [CH3:1][N:2]1[CH:8]2[CH2:9][CH2:10][CH:3]1[CH2:4][NH:5][CH2:6][CH2:7]2.C(N(CC)CC)C.[C:18](O[C:18]([O:20][C:21]([CH3:24])([CH3:23])[CH3:22])=[O:19])([O:20][C:21]([CH3:24])([CH3:23])[CH3:22])=[O:19]. Product: [CH3:1][N:2]1[CH:8]2[CH2:9][CH2:10][CH:3]1[CH2:4][N:5]([C:18]([O:20][C:21]([CH3:24])([CH3:23])[CH3:22])=[O:19])[CH2:6][CH2:7]2. The catalyst class is: 22. (7) Reactant: [NH2:1][C:2]1[C:10]([O:11][CH3:12])=[CH:9][C:5]([C:6]([OH:8])=O)=[C:4]([F:13])[CH:3]=1.CN(C(ON1N=NC2C=CC=NC1=2)=[N+](C)C)C.F[P-](F)(F)(F)(F)F.CCN(C(C)C)C(C)C.[NH2:47][CH2:48][CH2:49][N:50]1[CH2:54][CH2:53][CH2:52][CH2:51]1. Product: [NH2:1][C:2]1[C:10]([O:11][CH3:12])=[CH:9][C:5]([C:6]([NH:47][CH2:48][CH2:49][N:50]2[CH2:54][CH2:53][CH2:52][CH2:51]2)=[O:8])=[C:4]([F:13])[CH:3]=1. The catalyst class is: 3.